This data is from Full USPTO retrosynthesis dataset with 1.9M reactions from patents (1976-2016). The task is: Predict the reactants needed to synthesize the given product. (1) Given the product [C:23]([NH:27][C:20]([C:11]1[CH:10]=[C:9]([C:6]2[CH:7]=[N:8][C:3]([O:2][CH3:1])=[CH:4][CH:5]=2)[N:13]([C:14]2[CH:19]=[CH:18][CH:17]=[CH:16][N:15]=2)[N:12]=1)=[O:22])([CH3:26])([CH3:25])[CH3:24], predict the reactants needed to synthesize it. The reactants are: [CH3:1][O:2][C:3]1[N:8]=[CH:7][C:6]([C:9]2[N:13]([C:14]3[CH:19]=[CH:18][CH:17]=[CH:16][N:15]=3)[N:12]=[C:11]([C:20]([OH:22])=O)[CH:10]=2)=[CH:5][CH:4]=1.[C:23]([NH2:27])([CH3:26])([CH3:25])[CH3:24]. (2) Given the product [NH2:11][C:3]1[C:2]([Br:1])=[CH:7][N:6]=[C:5]([O:8][CH3:9])[C:4]=1/[CH:43]=[CH:42]/[C:41]([O:45][CH2:46][CH3:47])=[O:44], predict the reactants needed to synthesize it. The reactants are: [Br:1][C:2]1[C:3]([NH2:11])=[C:4](I)[C:5]([O:8][CH3:9])=[N:6][CH:7]=1.C1(C)C=CC=CC=1P(C1C=CC=CC=1C)C1C=CC=CC=1C.C(N(CC)CC)C.[C:41]([O:45][CH2:46][CH3:47])(=[O:44])[CH:42]=[CH2:43].